From a dataset of Catalyst prediction with 721,799 reactions and 888 catalyst types from USPTO. Predict which catalyst facilitates the given reaction. (1) Reactant: [CH3:1][O:2][C:3]1[CH:4]=[C:5]([CH:9]=[C:10]([O:13][CH3:14])[C:11]=1[CH3:12])[C:6](O)=[O:7].CC[N:17](C(C)C)C(C)C.CN(C(ON1N=NC2C=CC=CC1=2)=[N+](C)C)C.F[P-](F)(F)(F)(F)F.[NH4+].[OH-]. Product: [CH3:1][O:2][C:3]1[CH:4]=[C:5]([CH:9]=[C:10]([O:13][CH3:14])[C:11]=1[CH3:12])[C:6]([NH2:17])=[O:7]. The catalyst class is: 3. (2) Product: [CH2:28]([Sn:23]([CH2:19][CH2:20][CH2:21][CH3:22])([CH2:24][CH2:25][CH2:26][CH3:27])[C:2]1[CH:3]=[C:4]([C:8]2[CH:9]=[N:10][CH:11]=[CH:12][CH:13]=2)[CH:5]=[CH:6][CH:7]=1)[CH2:29][CH2:30][CH3:31]. Reactant: Br[C:2]1[CH:3]=[C:4]([C:8]2[CH:9]=[N:10][CH:11]=[CH:12][CH:13]=2)[CH:5]=[CH:6][CH:7]=1.C([Li])(C)(C)C.[CH2:19]([Sn:23](Cl)([CH2:28][CH2:29][CH2:30][CH3:31])[CH2:24][CH2:25][CH2:26][CH3:27])[CH2:20][CH2:21][CH3:22].CO. The catalyst class is: 571. (3) Reactant: [NH2:1][C:2]1[C:3]([CH:8]=O)=[N:4][CH:5]=[N:6][CH:7]=1.[Cl:10][C:11]1[CH:16]=[CH:15][C:14]([N+:17]([O-:19])=[O:18])=[CH:13][C:12]=1[C:20](=O)[CH3:21].[OH-].[Na+]. Product: [Cl:10][C:11]1[CH:16]=[CH:15][C:14]([N+:17]([O-:19])=[O:18])=[CH:13][C:12]=1[C:20]1[CH:21]=[CH:8][C:3]2[N:4]=[CH:5][N:6]=[CH:7][C:2]=2[N:1]=1. The catalyst class is: 14. (4) Reactant: [NH:1]1[CH2:5][CH2:4][CH:3]([OH:6])[CH2:2]1.CCN(CC)CC.[CH2:14]([O:21][CH2:22][C:23](Cl)=[O:24])[C:15]1[CH:20]=[CH:19][CH:18]=[CH:17][CH:16]=1.O. Product: [CH2:14]([O:21][CH2:22][C:23]([N:1]1[CH2:5][CH2:4][CH:3]([OH:6])[CH2:2]1)=[O:24])[C:15]1[CH:20]=[CH:19][CH:18]=[CH:17][CH:16]=1. The catalyst class is: 2.